Dataset: Full USPTO retrosynthesis dataset with 1.9M reactions from patents (1976-2016). Task: Predict the reactants needed to synthesize the given product. (1) Given the product [C:10]1([C:16]#[C:17][C:2]2[CH:9]=[CH:8][C:5]([CH:6]=[O:7])=[CH:4][CH:3]=2)[CH:15]=[CH:14][CH:13]=[CH:12][CH:11]=1, predict the reactants needed to synthesize it. The reactants are: Br[C:2]1[CH:9]=[CH:8][C:5]([CH:6]=[O:7])=[CH:4][CH:3]=1.[C:10]1([C:16]#[CH:17])[CH:15]=[CH:14][CH:13]=[CH:12][CH:11]=1. (2) The reactants are: [CH2:1]([O:3][C:4]([C:6]1[C:7]([C:21]2[CH:26]=[CH:25][C:24]([F:27])=[CH:23][CH:22]=2)=[C:8]2[N:13]([CH:14]=1)[CH:12]=[C:11]([CH2:15]OS(C)(=O)=O)[CH:10]=[CH:9]2)=[O:5])[CH3:2].[N-:28]=[N+:29]=[N-:30].[Na+]. Given the product [CH2:1]([O:3][C:4]([C:6]1[C:7]([C:21]2[CH:26]=[CH:25][C:24]([F:27])=[CH:23][CH:22]=2)=[C:8]2[N:13]([CH:14]=1)[CH:12]=[C:11]([CH2:15][N:28]=[N+:29]=[N-:30])[CH:10]=[CH:9]2)=[O:5])[CH3:2], predict the reactants needed to synthesize it. (3) Given the product [ClH:33].[CH3:1][C:2]1[N:3]=[C:4]([NH:7][C:8]2[C:13]([O:14][CH2:22][C:23]3[CH:32]=[CH:31][CH:30]=[C:29]4[C:24]=3[N:25]=[CH:26][CH:27]=[N:28]4)=[CH:12][CH:11]=[CH:10][N:9]=2)[S:5][CH:6]=1, predict the reactants needed to synthesize it. The reactants are: [CH3:1][C:2]1[N:3]=[C:4]([NH:7][C:8]2[C:13]([OH:14])=[CH:12][CH:11]=[CH:10][N:9]=2)[S:5][CH:6]=1.C(=O)([O-])[O-].[K+].[K+].Br[CH2:22][C:23]1[CH:32]=[CH:31][CH:30]=[C:29]2[C:24]=1[N:25]=[CH:26][CH:27]=[N:28]2.[ClH:33]. (4) Given the product [NH2:18][C:17]1[C:12]([NH:11][C@@H:9]([C:3]2[CH:4]=[C:5]([Cl:8])[CH:6]=[CH:7][C:2]=2[Cl:1])[CH3:10])=[N:13][C:14]([NH:21][CH2:22][C@@H:23]2[CH2:27][CH2:26][N:25]([C:28]([O:30][C:31]([CH3:32])([CH3:33])[CH3:34])=[O:29])[CH2:24]2)=[N:15][CH:16]=1, predict the reactants needed to synthesize it. The reactants are: [Cl:1][C:2]1[CH:7]=[CH:6][C:5]([Cl:8])=[CH:4][C:3]=1[C@H:9]([NH:11][C:12]1[C:17]([N+:18]([O-])=O)=[CH:16][N:15]=[C:14]([NH:21][CH2:22][C@@H:23]2[CH2:27][CH2:26][N:25]([C:28]([O:30][C:31]([CH3:34])([CH3:33])[CH3:32])=[O:29])[CH2:24]2)[N:13]=1)[CH3:10]. (5) Given the product [Br:1][C:2]1[CH:11]=[CH:10][C:9]2[N:8]=[CH:7][C:6]3[NH:12][C:22](=[O:23])[N:13]([C:14]4[C:15]([O:20][CH3:21])=[N:16][CH:17]=[CH:18][CH:19]=4)[C:5]=3[C:4]=2[CH:3]=1, predict the reactants needed to synthesize it. The reactants are: [Br:1][C:2]1[CH:3]=[C:4]2[C:9](=[CH:10][CH:11]=1)[N:8]=[CH:7][C:6]([NH2:12])=[C:5]2[NH:13][C:14]1[C:15]([O:20][CH3:21])=[N:16][CH:17]=[CH:18][CH:19]=1.[C:22](Cl)(=O)[O:23]C(Cl)(Cl)Cl. (6) Given the product [CH:1]([C:4]1[CH:5]=[CH:6][C:7]2[N:8]([CH:10]=[C:11]([C:13]([NH:18][C:19]3[CH:24]=[CH:23][CH:22]=[CH:21][CH:20]=3)=[O:15])[N:12]=2)[CH:9]=1)([CH3:2])[CH3:3], predict the reactants needed to synthesize it. The reactants are: [CH:1]([C:4]1[CH:5]=[CH:6][C:7]2[N:8]([CH:10]=[C:11]([C:13]([O:15]CC)=O)[N:12]=2)[CH:9]=1)([CH3:3])[CH3:2].[NH2:18][C:19]1[CH:24]=[CH:23][CH:22]=[CH:21][CH:20]=1.ON1C2N=CC=CC=2N=N1. (7) Given the product [CH2:1]([O:3][CH:4]([O:31][CH2:32][CH3:33])[CH2:5][O:6][C@H:7]([CH2:29][CH2:30][C:38]1[CH:39]=[CH:40][CH:41]=[CH:42][CH:35]=1)[C@H:8]([C@@H:17]([O:19][CH2:20][C:21]1[CH:22]=[CH:23][C:24]([O:27][CH3:28])=[CH:25][CH:26]=1)[CH3:18])[CH2:9][C:10]1[CH:15]=[CH:14][C:13]([F:16])=[CH:12][CH:11]=1)[CH3:2], predict the reactants needed to synthesize it. The reactants are: [CH2:1]([O:3][CH:4]([O:31][CH2:32][CH3:33])[CH2:5][O:6][C@H:7]([CH:29]=[CH2:30])[C@H:8]([C@@H:17]([O:19][CH2:20][C:21]1[CH:26]=[CH:25][C:24]([O:27][CH3:28])=[CH:23][CH:22]=1)[CH3:18])[CH2:9][C:10]1[CH:15]=[CH:14][C:13]([F:16])=[CH:12][CH:11]=1)[CH3:2].B1[CH:39]2[CH2:40][CH2:41][CH2:42][CH:35]1CC[CH2:38]2.[O-]P([O-])([O-])=O.[K+].[K+].[K+].BrC1C=CC=CC=1.C(Cl)Cl. (8) Given the product [CH:1]([O:4][C:5]1[CH:13]=[CH:12][C:11]([S:14]([CH3:17])(=[O:16])=[O:15])=[CH:10][C:6]=1[C:7]([N:31]1[CH2:30][CH:29]=[C:28]([C:25]2[CH:26]=[CH:27][C:22]([S:19]([CH3:18])(=[O:21])=[O:20])=[CH:23][CH:24]=2)[CH2:33][CH2:32]1)=[O:9])([CH3:2])[CH3:3], predict the reactants needed to synthesize it. The reactants are: [CH:1]([O:4][C:5]1[CH:13]=[CH:12][C:11]([S:14]([CH3:17])(=[O:16])=[O:15])=[CH:10][C:6]=1[C:7]([OH:9])=O)([CH3:3])[CH3:2].[CH3:18][S:19]([C:22]1[CH:27]=[CH:26][C:25]([C:28]2[CH2:29][CH2:30][NH:31][CH2:32][CH:33]=2)=[CH:24][CH:23]=1)(=[O:21])=[O:20].